From a dataset of Full USPTO retrosynthesis dataset with 1.9M reactions from patents (1976-2016). Predict the reactants needed to synthesize the given product. (1) Given the product [NH2:11][CH2:12][CH2:13][O:14][C:15]1[CH:23]=[C:22]2[C:18]([C:19]([C:34]#[N:35])=[CH:20][N:21]2[C:24]2[CH:32]=[CH:31][C:27]([C:28]([OH:30])=[O:29])=[C:26]([OH:33])[CH:25]=2)=[CH:17][CH:16]=1, predict the reactants needed to synthesize it. The reactants are: C(OC([NH:11][CH2:12][CH2:13][O:14][C:15]1[CH:23]=[C:22]2[C:18]([C:19]([C:34]#[N:35])=[CH:20][N:21]2[C:24]2[CH:32]=[CH:31][C:27]([C:28]([OH:30])=[O:29])=[C:26]([OH:33])[CH:25]=2)=[CH:17][CH:16]=1)=O)C1C=CC=CC=1.C(OCC)(=O)C. (2) Given the product [CH3:1][C:2]1[N:7]2[N:8]=[C:9]([CH2:11][CH2:12][C:13]3[N:25]=[C:16]4[C:17]5[CH:18]=[CH:19][CH:20]=[N:21][C:22]=5[CH2:23][CH2:24][N:15]4[N:14]=3)[N:10]=[C:6]2[CH:5]=[CH:4][CH:3]=1, predict the reactants needed to synthesize it. The reactants are: [CH3:1][C:2]1[N:7]2[N:8]=[C:9](/[CH:11]=[CH:12]/[C:13]3[N:25]=[C:16]4[C:17]5[CH:18]=[CH:19][CH:20]=[N:21][C:22]=5[CH:23]=[CH:24][N:15]4[N:14]=3)[N:10]=[C:6]2[CH:5]=[CH:4][CH:3]=1. (3) Given the product [CH2:21]([O:23][C:24]([N:26]1[CH2:27][CH2:28][CH:29]([NH:32][C:4]2[CH:5]=[CH:6][C:7]([C:8](=[O:9])[C:10]3[C:15]([O:16][CH3:17])=[CH:14][CH:13]=[C:12]([F:18])[C:11]=3[F:19])=[C:2]([NH2:1])[N:3]=2)[CH2:30][CH2:31]1)=[O:25])[CH3:22], predict the reactants needed to synthesize it. The reactants are: [NH2:1][C:2]1[C:7]([C:8]([C:10]2[C:15]([O:16][CH3:17])=[CH:14][CH:13]=[C:12]([F:18])[C:11]=2[F:19])=[O:9])=[CH:6][CH:5]=[C:4](Cl)[N:3]=1.[CH2:21]([O:23][C:24]([N:26]1[CH2:31][CH2:30][CH:29]([NH2:32])[CH2:28][CH2:27]1)=[O:25])[CH3:22]. (4) Given the product [Cl:24][C:25]1[CH:30]=[CH:29][CH:28]=[C:27]([Cl:31])[C:26]=1[C:32]1[NH:33][C:34]2[CH:40]=[C:39]([C:41]3[O:42][C:13]([NH:1][C:2]4[CH:3]=[N:4][C:5]([C:8]([F:11])([F:9])[F:10])=[CH:6][CH:7]=4)=[N:44][N:43]=3)[CH:38]=[CH:37][C:35]=2[N:36]=1, predict the reactants needed to synthesize it. The reactants are: [NH2:1][C:2]1[CH:3]=[N:4][C:5]([C:8]([F:11])([F:10])[F:9])=[CH:6][CH:7]=1.N1(C(N2C=CN=C2)=S)C=CN=[CH:13]1.[Cl:24][C:25]1[CH:30]=[CH:29][CH:28]=[C:27]([Cl:31])[C:26]=1[C:32]1[NH:33][C:34]2[CH:40]=[C:39]([C:41]([NH:43][NH2:44])=[O:42])[CH:38]=[CH:37][C:35]=2[N:36]=1.CCN=C=NCCCN(C)C.